This data is from Full USPTO retrosynthesis dataset with 1.9M reactions from patents (1976-2016). The task is: Predict the reactants needed to synthesize the given product. (1) Given the product [CH3:18][C@H:13]1[O:14][C@@H:15]([CH3:17])[CH2:16][N:11]([C:6]2[C:7]([C:8]([OH:10])=[O:9])=[CH:2][C:3]3[C:21]([C:22]4[S:23][CH:24]=[CH:25][N:26]=4)=[N:27][O:28][C:4]=3[C:5]=2[CH3:19])[CH2:12]1, predict the reactants needed to synthesize it. The reactants are: C[C:2]1[C:7]([C:8]([OH:10])=[O:9])=[C:6]([N:11]2[CH2:16][C@H:15]([CH3:17])[O:14][C@H:13]([CH3:18])[CH2:12]2)[C:5]([CH3:19])=[C:4](F)[C:3]=1[C:21](=[N:27][OH:28])[C:22]1[S:23][CH:24]=[CH:25][N:26]=1.C([O-])([O-])=O.[K+].[K+].[I-].[K+]. (2) Given the product [C:1]([C:5]1[CH:31]=[C:8]2[N:9]=[C:10]([CH3:30])[C:11]([CH:22]([CH2:27][CH2:28][CH3:29])[C:23]([OH:25])=[O:24])=[C:12]([C:13]3[CH:18]=[CH:17][C:16]([O:19][CH3:20])=[CH:15][C:14]=3[F:21])[N:7]2[N:6]=1)([CH3:3])([CH3:4])[CH3:2], predict the reactants needed to synthesize it. The reactants are: [C:1]([C:5]1[CH:31]=[C:8]2[N:9]=[C:10]([CH3:30])[C:11]([CH:22]([CH2:27][CH2:28][CH3:29])[C:23]([O:25]C)=[O:24])=[C:12]([C:13]3[CH:18]=[CH:17][C:16]([O:19][CH3:20])=[CH:15][C:14]=3[F:21])[N:7]2[N:6]=1)([CH3:4])([CH3:3])[CH3:2].[OH-].[Na+]. (3) Given the product [C:1]1([S:7]([N:10]2[C:14]3=[N:15][CH:16]=[C:17]([F:19])[CH:18]=[C:13]3[CH:12]=[C:11]2[C:20]([C:27]2[CH:28]=[CH:29][C:30]([S:33]([CH3:34])=[O:36])=[CH:31][CH:32]=2)([OH:26])[CH2:21][CH:22]2[CH2:25][CH2:24][CH2:23]2)(=[O:8])=[O:9])[CH:2]=[CH:3][CH:4]=[CH:5][CH:6]=1, predict the reactants needed to synthesize it. The reactants are: [C:1]1([S:7]([N:10]2[C:14]3=[N:15][CH:16]=[C:17]([F:19])[CH:18]=[C:13]3[CH:12]=[C:11]2[C:20]([C:27]2[CH:32]=[CH:31][C:30]([S:33][CH3:34])=[CH:29][CH:28]=2)([OH:26])[CH2:21][CH:22]2[CH2:25][CH2:24][CH2:23]2)(=[O:9])=[O:8])[CH:6]=[CH:5][CH:4]=[CH:3][CH:2]=1.I([O-])(=O)(=O)=[O:36].[Na+]. (4) Given the product [CH3:7][C:8]1[O:12][N:11]=[C:10]([C:13]2[CH:14]=[C:15]([CH:16]=[CH:17][CH:18]=2)[O:19][CH:21]([CH2:27][CH2:28][CH3:29])[C:22]([O:24][CH2:25][CH3:26])=[O:23])[N:9]=1, predict the reactants needed to synthesize it. The reactants are: C(=O)([O-])[O-].[Cs+].[Cs+].[CH3:7][C:8]1[O:12][N:11]=[C:10]([C:13]2[CH:14]=[C:15]([OH:19])[CH:16]=[CH:17][CH:18]=2)[N:9]=1.Br[CH:21]([CH2:27][CH2:28][CH3:29])[C:22]([O:24][CH2:25][CH3:26])=[O:23]. (5) The reactants are: [Cl:1][C:2]1[CH:7]=[CH:6][CH:5]=[CH:4][C:3]=1[NH:8][C:9]1[C:18]2[CH:19]=[CH:20][S:21][C:17]=2[C:16]2[C:11](=[C:12]([C:22]([OH:24])=O)[CH:13]=[CH:14][CH:15]=2)[N:10]=1.[Cl-].[NH4+].C1C=CC2N(O)N=[N:33]C=2C=1.CCN(C(C)C)C(C)C.CCN=C=NCCCN(C)C. Given the product [Cl:1][C:2]1[CH:7]=[CH:6][CH:5]=[CH:4][C:3]=1[NH:8][C:9]1[C:18]2[CH:19]=[CH:20][S:21][C:17]=2[C:16]2[C:11](=[C:12]([C:22]([NH2:33])=[O:24])[CH:13]=[CH:14][CH:15]=2)[N:10]=1, predict the reactants needed to synthesize it. (6) Given the product [C:36]([N:29]1[C@@H:28]([C:30]([O:32][CH2:33][CH3:34])=[O:31])[CH2:27][S:26][C:25]21[CH2:24][N:10]1[C:11](=[O:23])[N:12]([CH3:15])[C:13](=[O:14])[C@:9]1([CH2:6][CH3:5])[CH2:35]2)(=[O:38])[CH3:37], predict the reactants needed to synthesize it. The reactants are: C(C1C=C[C:6]([C@:9]23[CH2:35][C:25]4([NH:29][C@H:28]([C:30]([O:32][CH2:33][CH3:34])=[O:31])[CH2:27][S:26]4)[CH2:24][N:10]2[C:11](=[O:23])[N:12]([C:15]2C=C(Cl)C=C(Cl)C=2)[C:13]3=[O:14])=[CH:5]C=1)#N.[C:36](Cl)(=[O:38])[CH3:37]. (7) Given the product [Cl:1][C:2]1[N:7]=[C:6]([CH3:8])[C:5]([C:9]#[C:10][C:17]([CH3:19])([OH:18])[CH3:16])=[CH:4][CH:3]=1, predict the reactants needed to synthesize it. The reactants are: [Cl:1][C:2]1[N:7]=[C:6]([CH3:8])[C:5]([C:9]#[CH:10])=[CH:4][CH:3]=1.C([Li])CCC.[CH3:16][C:17]([CH3:19])=[O:18]. (8) Given the product [O:7]=[C:6]1[CH:5]([N:9]2[C:17](=[O:18])[C:16]3[C:11](=[CH:12][CH:13]=[CH:14][C:15]=3[F:19])[C:10]2=[O:20])[CH2:4][CH2:3][C:2](=[O:21])[NH:1]1, predict the reactants needed to synthesize it. The reactants are: [NH2:1][C:2](=[O:21])[CH2:3][CH2:4][CH:5]([N:9]1[C:17](=[O:18])[C:16]2[C:11](=[CH:12][CH:13]=[CH:14][C:15]=2[F:19])[C:10]1=[O:20])[C:6](O)=[O:7].C(N1C=CN=C1)(N1C=CN=C1)=O.